Predict the product of the given reaction. From a dataset of Forward reaction prediction with 1.9M reactions from USPTO patents (1976-2016). (1) Given the reactants C([OH:3])C.[OH:4][CH:5]1[CH2:10][CH2:9][CH:8]([NH:11][C:12]2[CH:19]=[C:18]([N:20]3[C:28]4[C:23](=[CH:24][CH:25]=[C:26]([O:29][CH3:30])[CH:27]=4)[CH:22]=[CH:21]3)[CH:17]=[CH:16][C:13]=2[C:14]#[N:15])[CH2:7][CH2:6]1.[OH-].[Na+].OO, predict the reaction product. The product is: [OH:4][CH:5]1[CH2:10][CH2:9][CH:8]([NH:11][C:12]2[CH:19]=[C:18]([N:20]3[C:28]4[C:23](=[CH:24][CH:25]=[C:26]([O:29][CH3:30])[CH:27]=4)[CH:22]=[CH:21]3)[CH:17]=[CH:16][C:13]=2[C:14]([NH2:15])=[O:3])[CH2:7][CH2:6]1. (2) Given the reactants [F:1][C:2]([F:32])([F:31])[C:3]1[CH:4]=[C:5]([CH:28]=[CH:29][CH:30]=1)[O:6][CH2:7][C:8]1[S:9][C:10]2[C:16]([C:17]3[CH:18]=[C:19]([CH:25]=[CH:26][CH:27]=3)[C:20]([O:22]CC)=[O:21])=[CH:15][CH:14]=[CH:13][C:11]=2[CH:12]=1.[F:33][C:34]([F:62])([F:61])[C:35]1[CH:36]=[C:37]([CH:58]=[CH:59][CH:60]=1)[O:38][CH2:39][C:40]1[S:41][C:42]2[C:48]([C:49]3[CH:50]=[C:51]([CH:55]=[CH:56][CH:57]=3)[C:52]([OH:54])=O)=[CH:47][CH:46]=[CH:45][C:43]=2[CH:44]=1.[CH3:63][O:64][CH2:65][CH2:66][NH2:67], predict the reaction product. The product is: [F:31][C:2]([F:1])([F:32])[C:3]1[CH:4]=[C:5]([CH:28]=[CH:29][CH:30]=1)[O:6][CH2:7][C:8]1[S:9][C:10]2[C:16]([C:17]3[CH:18]=[C:19]([CH:25]=[CH:26][CH:27]=3)[C:20]([OH:22])=[O:21])=[CH:15][CH:14]=[CH:13][C:11]=2[CH:12]=1.[CH3:63][O:64][CH2:65][CH2:66][NH:67][C:52](=[O:54])[C:51]1[CH:55]=[CH:56][CH:57]=[C:49]([C:48]2[C:42]3[S:41][C:40]([CH2:39][O:38][C:37]4[CH:58]=[CH:59][CH:60]=[C:35]([C:34]([F:33])([F:61])[F:62])[CH:36]=4)=[CH:44][C:43]=3[CH:45]=[CH:46][CH:47]=2)[CH:50]=1. (3) Given the reactants [O:1]1[CH2:7][CH2:6][CH2:5][O:4][C:3]2[CH:8]=[C:9]([C:12]([OH:14])=O)[CH:10]=[CH:11][C:2]1=2.[NH:15]1[C:19]2[CH:20]=[CH:21][CH:22]=[CH:23][C:18]=2[N:17]=[C:16]1[C@H:24]1[CH2:29][CH2:28][CH2:27][C@@H:26]([NH2:30])[CH2:25]1.CN(C(ON1N=NC2C=CC=NC1=2)=[N+](C)C)C.F[P-](F)(F)(F)(F)F.C(N(CC)CC)C, predict the reaction product. The product is: [NH:15]1[C:19]2[CH:20]=[CH:21][CH:22]=[CH:23][C:18]=2[N:17]=[C:16]1[C@H:24]1[CH2:29][CH2:28][CH2:27][C@@H:26]([NH:30][C:12]([C:9]2[CH:10]=[CH:11][C:2]3[O:1][CH2:7][CH2:6][CH2:5][O:4][C:3]=3[CH:8]=2)=[O:14])[CH2:25]1. (4) Given the reactants ClCCl.[CH:4]1([NH:10][C:11]2[CH:20]=[C:19]3[C:14]([C:15](=[O:29])[C:16]([C:26]([NH2:28])=O)=[CH:17][N:18]3[CH:21]3[CH2:25][CH2:24][CH2:23][CH2:22]3)=[CH:13][C:12]=2[F:30])[CH2:9][CH2:8][CH2:7][CH2:6][CH2:5]1.C(N(CC)CC)C.FC(F)(F)C(OC(=O)C(F)(F)F)=O, predict the reaction product. The product is: [CH:4]1([NH:10][C:11]2[CH:20]=[C:19]3[C:14]([C:15](=[O:29])[C:16]([C:26]#[N:28])=[CH:17][N:18]3[CH:21]3[CH2:25][CH2:24][CH2:23][CH2:22]3)=[CH:13][C:12]=2[F:30])[CH2:5][CH2:6][CH2:7][CH2:8][CH2:9]1. (5) The product is: [O:43]1[CH2:42][CH2:41][CH:40]([O:39][C:36]2[C:37]3[N:38]=[C:29]([C:9]4[CH:10]=[C:11]([NH:15][S:16]([C:19]5[CH:24]=[CH:23][C:22]([F:25])=[CH:21][C:20]=5[F:26])(=[O:17])=[O:18])[CH:12]=[N:13][CH:14]=4)[CH:30]=[CH:31][C:32]=3[N:33]=[CH:34][N:35]=2)[CH2:45][CH2:44]1. Given the reactants CC1(C)C(C)(C)OB([C:9]2[CH:10]=[C:11]([NH:15][S:16]([C:19]3[CH:24]=[CH:23][C:22]([F:25])=[CH:21][C:20]=3[F:26])(=[O:18])=[O:17])[CH:12]=[N:13][CH:14]=2)O1.Cl[C:29]1[CH:30]=[CH:31][C:32]2[N:33]=[CH:34][N:35]=[C:36]([O:39][CH:40]3[CH2:45][CH2:44][O:43][CH2:42][CH2:41]3)[C:37]=2[N:38]=1.C(=O)(O)[O-].[Na+], predict the reaction product. (6) Given the reactants [NH2:1][C:2]1[C:3]2[N:11]=[C:10]([C:12]3[CH:13]=[C:14]([CH:18]=[CH:19][CH:20]=3)[C:15]([OH:17])=O)[CH:9]=[CH:8][C:4]=2[N:5]=[CH:6][N:7]=1.[O:21]1[CH2:26][CH2:25][N:24]([CH2:27][CH2:28][NH2:29])[CH2:23][CH2:22]1.CN(C(ON1N=NC2C=CC=NC1=2)=[N+](C)C)C.F[P-](F)(F)(F)(F)F.CCN(C(C)C)C(C)C, predict the reaction product. The product is: [NH2:1][C:2]1[C:3]2[N:11]=[C:10]([C:12]3[CH:13]=[C:14]([CH:18]=[CH:19][CH:20]=3)[C:15]([NH:29][CH2:28][CH2:27][N:24]3[CH2:25][CH2:26][O:21][CH2:22][CH2:23]3)=[O:17])[CH:9]=[CH:8][C:4]=2[N:5]=[CH:6][N:7]=1. (7) The product is: [CH:14]1([C:11]2[NH:12][N:13]=[C:9]([NH:8][C:6]3[CH:5]=[CH:4][N:3]=[C:2]([NH:33][CH2:32][C:27]4[CH:28]=[CH:29][CH:30]=[C:31]5[C:26]=4[CH:25]=[N:24][N:23]5[CH:18]4[CH2:19][CH2:20][CH2:21][CH2:22][O:17]4)[N:7]=3)[CH:10]=2)[CH2:16][CH2:15]1. Given the reactants Cl[C:2]1[N:7]=[C:6]([NH:8][C:9]2[NH:13][N:12]=[C:11]([CH:14]3[CH2:16][CH2:15]3)[CH:10]=2)[CH:5]=[CH:4][N:3]=1.[O:17]1[CH2:22][CH2:21][CH2:20][CH2:19][CH:18]1[N:23]1[C:31]2[C:26](=[C:27]([CH2:32][NH2:33])[CH:28]=[CH:29][CH:30]=2)[CH:25]=[N:24]1.CCN(C(C)C)C(C)C, predict the reaction product. (8) Given the reactants [Na].[Br:2][C:3]1[CH:4]=[C:5]([CH2:10][N:11]([CH3:28])[C:12](=[O:27])[CH2:13][C:14]2([C:20]3[CH:25]=[CH:24][CH:23]=[C:22]([F:26])[CH:21]=3)[CH2:19][CH2:18][NH:17][CH2:16][CH2:15]2)[CH:6]=[C:7]([Br:9])[CH:8]=1.[CH2:29]=O, predict the reaction product. The product is: [Br:2][C:3]1[CH:4]=[C:5]([CH2:10][N:11]([CH3:28])[C:12](=[O:27])[CH2:13][C:14]2([C:20]3[CH:25]=[CH:24][CH:23]=[C:22]([F:26])[CH:21]=3)[CH2:19][CH2:18][N:17]([CH3:29])[CH2:16][CH2:15]2)[CH:6]=[C:7]([Br:9])[CH:8]=1.